From a dataset of Catalyst prediction with 721,799 reactions and 888 catalyst types from USPTO. Predict which catalyst facilitates the given reaction. (1) Reactant: Cl[C:2]1[C:7]([C:8]([NH:10][CH:11]2[CH2:16][CH2:15][CH2:14][CH2:13][CH2:12]2)=[O:9])=[CH:6][CH:5]=[C:4]([Cl:17])[N:3]=1.[F:18][C:19]1[CH:27]=[CH:26][C:22]([CH2:23][CH2:24][OH:25])=[CH:21][CH:20]=1.C1COCC1. Product: [Cl:17][C:4]1[CH:5]=[CH:6][C:7]([C:8]([NH:10][CH:11]2[CH2:16][CH2:15][CH2:14][CH2:13][CH2:12]2)=[O:9])=[C:2]([O:25][CH2:24][CH2:23][C:22]2[CH:26]=[CH:27][C:19]([F:18])=[CH:20][CH:21]=2)[N:3]=1. The catalyst class is: 12. (2) Reactant: [Cl:1][C:2]1[N:7]=[C:6](Cl)[C:5]([Cl:9])=[CH:4][N:3]=1.[NH2:10][CH:11]1[CH:15]2[O:16][CH2:17][CH:18]([O:19][CH2:20][CH2:21][OH:22])[CH:14]2[O:13][CH2:12]1.C(N(CC)CC)C. Product: [Cl:1][C:2]1[N:7]=[C:6]([NH:10][CH:11]2[CH:15]3[O:16][CH2:17][CH:18]([O:19][CH2:20][CH2:21][OH:22])[CH:14]3[O:13][CH2:12]2)[C:5]([Cl:9])=[CH:4][N:3]=1. The catalyst class is: 14. (3) Reactant: [CH2:1]([C:5]1([C:18]([O:20][CH3:21])=[O:19])[C:14]2[C:9](=[CH:10][CH:11]=[CH:12][CH:13]=2)[C:8](=[O:15])[CH:7]=[C:6]1[O:16]C)[CH2:2][CH2:3][CH3:4].I[Si](C)(C)C. Product: [CH2:1]([C:5]1([C:18]([O:20][CH3:21])=[O:19])[C:14]2[C:9](=[CH:10][CH:11]=[CH:12][CH:13]=2)[C:8](=[O:15])[CH2:7][C:6]1=[O:16])[CH2:2][CH2:3][CH3:4]. The catalyst class is: 10. (4) Product: [CH3:16][O:17][CH2:18][CH2:19][O:20][CH2:21][C:22]([NH:15][C:12]1[S:13][C:14]2[C:7]([C:1]3[CH:2]=[CH:3][CH:4]=[CH:5][CH:6]=3)=[N:8][NH:9][C:10]=2[N:11]=1)=[O:23]. Reactant: [C:1]1([C:7]2[C:14]3[S:13][C:12]([NH2:15])=[N:11][C:10]=3[NH:9][N:8]=2)[CH:6]=[CH:5][CH:4]=[CH:3][CH:2]=1.[CH3:16][O:17][CH2:18][CH2:19][O:20][CH2:21][C:22](Cl)=[O:23].C(O)C(N)(CO)CO. The catalyst class is: 251.